Dataset: Full USPTO retrosynthesis dataset with 1.9M reactions from patents (1976-2016). Task: Predict the reactants needed to synthesize the given product. (1) Given the product [Cl:7][C:8]1[CH:13]=[CH:12][C:11]([C:14](=[O:16])[CH2:15][C:1]([O:4][CH3:5])=[O:6])=[CH:10][CH:9]=1, predict the reactants needed to synthesize it. The reactants are: [C:1](=[O:6])([O:4][CH3:5])OC.[Cl:7][C:8]1[CH:13]=[CH:12][C:11]([C:14](=[O:16])[CH3:15])=[CH:10][CH:9]=1.[H-].[Na+]. (2) The reactants are: [NH2:1][C:2]1[CH:7]=[CH:6][C:5]([C@@H:8]2[O:13][CH2:12][CH2:11][N:10]([C:14]([O:16][C:17]([CH3:20])([CH3:19])[CH3:18])=[O:15])[CH2:9]2)=[CH:4][CH:3]=1.[F:21][C:22]1[CH:27]=[CH:26][C:25]([N:28]2[CH:32]=[C:31]([C:33](O)=[O:34])[CH:30]=[N:29]2)=[CH:24][CH:23]=1.CN(C(ON1N=NC2C=CC=CC1=2)=[N+](C)C)C.F[P-](F)(F)(F)(F)F.CN1CCOCC1. Given the product [F:21][C:22]1[CH:23]=[CH:24][C:25]([N:28]2[CH:32]=[C:31]([C:33]([NH:1][C:2]3[CH:7]=[CH:6][C:5]([C@@H:8]4[O:13][CH2:12][CH2:11][N:10]([C:14]([O:16][C:17]([CH3:20])([CH3:19])[CH3:18])=[O:15])[CH2:9]4)=[CH:4][CH:3]=3)=[O:34])[CH:30]=[N:29]2)=[CH:26][CH:27]=1, predict the reactants needed to synthesize it. (3) Given the product [CH:13]1([C:7]2[CH:8]=[CH:9][CH:10]=[C:11]([CH3:12])[C:6]=2[OH:5])[CH2:14][CH2:15]1, predict the reactants needed to synthesize it. The reactants are: [Mg].C([O:5][C:6]1[C:11]([CH3:12])=[CH:10][CH:9]=[CH:8][C:7]=1[CH:13](Br)[CH2:14][CH2:15]Br)(=O)C.Cl. (4) Given the product [Br:1][C:2]1[CH:20]=[C:19]([N+:21]([O-:23])=[O:22])[CH:18]=[C:17]([Br:24])[C:3]=1[O:4][C:5]1[CH:6]=[C:7]2[C:12](=[CH:13][CH:14]=1)[N:11]=[C:10]([CH2:15][NH:16][S:26]([CH3:25])(=[O:28])=[O:27])[CH:9]=[CH:8]2, predict the reactants needed to synthesize it. The reactants are: [Br:1][C:2]1[CH:20]=[C:19]([N+:21]([O-:23])=[O:22])[CH:18]=[C:17]([Br:24])[C:3]=1[O:4][C:5]1[CH:6]=[C:7]2[C:12](=[CH:13][CH:14]=1)[N:11]=[C:10]([CH2:15][NH2:16])[CH:9]=[CH:8]2.[CH3:25][S:26](Cl)(=[O:28])=[O:27].N1C=CC=CC=1. (5) Given the product [NH2:8][C@@H:9]1[C@@H:13]([OH:14])[CH2:12][N:11]([C:15]([O:17][C:18]([CH3:21])([CH3:20])[CH3:19])=[O:16])[CH2:10]1, predict the reactants needed to synthesize it. The reactants are: C([NH:8][C@@H:9]1[C@@H:13]([OH:14])[CH2:12][N:11]([C:15]([O:17][C:18]([CH3:21])([CH3:20])[CH3:19])=[O:16])[CH2:10]1)C1C=CC=CC=1.